This data is from Full USPTO retrosynthesis dataset with 1.9M reactions from patents (1976-2016). The task is: Predict the reactants needed to synthesize the given product. (1) The reactants are: Br[C:2]1[N:3]=[CH:4][C:5]([NH:8][CH2:9][C:10]2[CH:19]=[CH:18][C:17]3[C:12](=[CH:13][CH:14]=[CH:15][CH:16]=3)[CH:11]=2)=[N:6][CH:7]=1.[C:20]([O-:23])([O-])=[O:21].[Na+].[Na+].[C:26](#[N:28])[CH3:27]. Given the product [NH2:28][C@@H:26]([CH2:27][C:10]1[CH:19]=[CH:18][C:17]([C:2]2[CH:7]=[N:6][C:5]([NH:8][CH2:9][C:10]3[CH:19]=[CH:18][C:17]4[C:12](=[CH:13][CH:14]=[CH:15][CH:16]=4)[CH:11]=3)=[CH:4][N:3]=2)=[CH:12][CH:11]=1)[C:20]([OH:23])=[O:21], predict the reactants needed to synthesize it. (2) Given the product [O:37]1[CH:38]=[CH:39][N:40]=[C:36]1[C:34](=[O:35])[CH2:33][CH2:32][CH2:31][CH:28]1[CH2:27][CH2:26][N:25]([CH2:23][C:7]2[CH:8]=[CH:9][CH:5]=[C:6]([O:2][C:3]3[CH:7]=[CH:8][CH:9]=[CH:10][CH:11]=3)[CH:3]=2)[CH2:30][CH2:29]1, predict the reactants needed to synthesize it. The reactants are: Cl.[O:2]1[CH:6]=[CH:5]N=[C:3]1[C:7](=O)[CH2:8][CH2:9][CH2:10][CH:11]1CCNCC1.C(O[C:23]([N:25]1[CH2:30][CH2:29][CH:28]([CH2:31][CH2:32][CH2:33][C:34]([C:36]2[O:37][CH:38]=[CH:39][N:40]=2)=[O:35])[CH2:27][CH2:26]1)=O)(C)(C)C. (3) Given the product [Cl:18][C:6]1[C:5]2[C:10](=[CH:11][C:12]([O:13][CH3:14])=[C:3]([O:2][CH3:1])[CH:4]=2)[N:9]=[CH:8][N:7]=1, predict the reactants needed to synthesize it. The reactants are: [CH3:1][O:2][C:3]1[CH:4]=[C:5]2[C:10](=[CH:11][C:12]=1[O:13][CH3:14])[N:9]=[CH:8][NH:7][C:6]2=O.P(Cl)(Cl)([Cl:18])=O.